This data is from Full USPTO retrosynthesis dataset with 1.9M reactions from patents (1976-2016). The task is: Predict the reactants needed to synthesize the given product. Given the product [CH2:1]([O:3][C:4]([C:6]1[CH:7]=[C:8]2[C:13](=[CH:14][CH:15]=1)[NH:12][CH:11]([C:16]1[CH:21]=[CH:20][CH:64]=[C:63]([NH:60][C:61]([CH3:62])([C:37](=[O:41])[NH:35][CH3:34])[CH3:32])[CH:17]=1)[C:10]([CH3:30])([CH3:29])[CH2:9]2)=[O:5])[CH3:2], predict the reactants needed to synthesize it. The reactants are: [CH2:1]([O:3][C:4]([C:6]1[CH:7]=[C:8]2[C:13](=[CH:14][CH:15]=1)[NH:12][CH:11]([C:16]1[CH:21]=[CH:20]C=C(NC(C(O)=O)(C)C)[CH:17]=1)[C:10]([CH3:30])([CH3:29])[CH2:9]2)=[O:5])[CH3:2].Cl.[CH3:32]N.[CH3:34][N:35]([C:37]([O:41]N1N=NC2C=CC=NC1=2)=[N+](C)C)C.F[P-](F)(F)(F)(F)F.C([N:60]([CH2:63][CH3:64])[CH2:61][CH3:62])C.